From a dataset of Catalyst prediction with 721,799 reactions and 888 catalyst types from USPTO. Predict which catalyst facilitates the given reaction. (1) Reactant: [OH-].[Na+:2].CO.[CH3:5][C:6]1[CH:7]=[N:8][C:9]([CH2:15][S+:16]([O-:28])[C:17]2[NH:18][C:19]3[CH:20]=[CH:21][C:22]([O:26][CH3:27])=[CH:23][C:24]=3[N:25]=2)=[C:10]([CH3:14])[C:11]=1[O:12][CH3:13]. Product: [CH3:5][C:6]1[CH:7]=[N:8][C:9]([CH2:15][S+:16]([O-:28])[C:17]2[N-:18][C:19]3[CH:20]=[CH:21][C:22]([O:26][CH3:27])=[CH:23][C:24]=3[N:25]=2)=[C:10]([CH3:14])[C:11]=1[O:12][CH3:13].[Na+:2]. The catalyst class is: 32. (2) Reactant: [F:1][C:2]1[CH:8]=[CH:7][CH:6]=[C:5]([CH3:9])[C:3]=1[NH2:4].C1C(=O)N([Cl:17])C(=O)C1.O.C(OCC)(=O)C. Product: [Cl:17][C:7]1[CH:6]=[C:5]([CH3:9])[C:3]([NH2:4])=[C:2]([F:1])[CH:8]=1. The catalyst class is: 3. (3) Product: [CH3:26][O:25][C:22]1[CH:23]=[CH:24][C:19]([CH2:18][NH:17][C:9]2[C:8]3[C:5]4[CH:6]=[CH:7][C:2]([C:34]5[CH:35]=[CH:36][C:31]([S:28]([CH3:27])(=[O:30])=[O:29])=[CH:32][CH:33]=5)=[CH:3][C:4]=4[S:14][C:13]=3[C:12]([C:15]#[N:16])=[CH:11][N:10]=2)=[CH:20][CH:21]=1. The catalyst class is: 110. Reactant: Br[C:2]1[CH:7]=[CH:6][C:5]2[C:8]3[C:9]([NH:17][CH2:18][C:19]4[CH:24]=[CH:23][C:22]([O:25][CH3:26])=[CH:21][CH:20]=4)=[N:10][CH:11]=[C:12]([C:15]#[N:16])[C:13]=3[S:14][C:4]=2[CH:3]=1.[CH3:27][S:28]([C:31]1[CH:36]=[CH:35][C:34](B(O)O)=[CH:33][CH:32]=1)(=[O:30])=[O:29].C1C=CC(P(C2C=CC=CC=2)C2C=CC=CC=2)=CC=1.N(CC)CC. (4) Reactant: [NH2:1][C:2]1[CH:7]=[CH:6][CH:5]=[CH:4][CH:3]=1.Br[C:9]1[C:17]2[C:12](=[N:13][CH:14]=[CH:15][CH:16]=2)[N:11]([Si](C(C)C)(C(C)C)C(C)C)[CH:10]=1.C1(C2C=CC=CC=2)C=CC=CC=1P(C(C)(C)C)C(C)(C)C.CC([O-])(C)C.[Na+].C(O)(C(F)(F)F)=O. Product: [C:2]1([NH:1][C:9]2[C:17]3[C:12](=[N:13][CH:14]=[CH:15][CH:16]=3)[NH:11][CH:10]=2)[CH:7]=[CH:6][CH:5]=[CH:4][CH:3]=1. The catalyst class is: 222. (5) The catalyst class is: 7. Reactant: [C:1]([N:20]1[CH:24]=[C:23]([CH:25]=[O:26])[N:22]=[CH:21]1)([C:14]1[CH:19]=[CH:18][CH:17]=[CH:16][CH:15]=1)([C:8]1[CH:13]=[CH:12][CH:11]=[CH:10][CH:9]=1)[C:2]1[CH:7]=[CH:6][CH:5]=[CH:4][CH:3]=1.Cl.[C:28]([O:31][CH2:32][CH3:33])(=[O:30])[CH3:29]. Product: [OH:26][CH:25]([C:23]1[N:22]=[CH:21][N:20]([C:1]([C:14]2[CH:15]=[CH:16][CH:17]=[CH:18][CH:19]=2)([C:8]2[CH:9]=[CH:10][CH:11]=[CH:12][CH:13]=2)[C:2]2[CH:7]=[CH:6][CH:5]=[CH:4][CH:3]=2)[CH:24]=1)[CH2:29][C:28]([O:31][CH2:32][CH3:33])=[O:30]. (6) Reactant: [H-].[Na+].[NH:3]1[C:7]2[CH:8]=[CH:9][CH:10]=[CH:11][C:6]=2[N:5]=[C:4]1[C@H:12]1[CH2:15][C@H:14]([OH:16])[CH2:13]1.F[C:18]1[C:23]([CH:24]2[CH2:29][CH2:28][O:27][CH2:26][CH2:25]2)=[CH:22][CH:21]=[CH:20][N:19]=1.C(OCC)(=O)C. Product: [O:27]1[CH2:28][CH2:29][CH:24]([C:23]2[C:18]([O:16][C@H:14]3[CH2:13][C@H:12]([C:4]4[NH:5][C:6]5[CH:11]=[CH:10][CH:9]=[CH:8][C:7]=5[N:3]=4)[CH2:15]3)=[N:19][CH:20]=[CH:21][CH:22]=2)[CH2:25][CH2:26]1. The catalyst class is: 3. (7) Product: [Br:37][C:38]1[S:39][C:40]([CH:43]=[CH:9][C:8]2[CH:7]=[CH:6][C:5]([N+:2]([O-:4])=[O:3])=[CH:30][CH:29]=2)=[CH:41][N:42]=1. Reactant: [Br-].[N+:2]([C:5]1[CH:30]=[CH:29][C:8]([CH2:9][P+](C2C=CC=CC=2)(C2C=CC=CC=2)C2C=CC=CC=2)=[CH:7][CH:6]=1)([O-:4])=[O:3].C(O[K])CCC.[Br:37][C:38]1[S:39][C:40]([CH:43]=O)=[CH:41][N:42]=1.O. The catalyst class is: 3. (8) Reactant: [C:1]([N:5]1[CH:9]=[C:8]([CH2:10][CH2:11][CH2:12][CH3:13])[C:7](=[NH:14])[S:6]1)([CH3:4])([CH3:3])[CH3:2].[CH3:15][O:16][C:17]([CH:19]1[CH2:23][CH2:22][C:21]([CH3:27])([C:24](O)=[O:25])[C:20]1([CH3:29])[CH3:28])=[O:18]. Product: [CH2:10]([C:8]1=[CH:9][N:5]([C:1]([CH3:4])([CH3:3])[CH3:2])[S:6]/[C:7]/1=[N:14]\[C:24]([C:21]1([CH3:27])[CH2:22][CH2:23][CH:19]([C:17]([O:16][CH3:15])=[O:18])[C:20]1([CH3:29])[CH3:28])=[O:25])[CH2:11][CH2:12][CH3:13]. The catalyst class is: 66.